From a dataset of Forward reaction prediction with 1.9M reactions from USPTO patents (1976-2016). Predict the product of the given reaction. (1) Given the reactants C([C@:18]([NH2:26])([CH:22]1[CH2:25][CH2:24][CH2:23]1)[C:19](O)=O)(OCC1C2C(=CC=CC=2)C2C1=CC=CC=2)=O.C[O:28][C:29](=O)[C@H:30]([CH2:32][CH:33]([CH3:35])[CH3:34])[NH2:31].C([C@@H]1NC[C@H](CC(C)C)NC1=O)C(C)C, predict the reaction product. The product is: [CH:22]1([C@@H:18]2[NH:26][C:29](=[O:28])[C@H:30]([CH2:32][CH:33]([CH3:35])[CH3:34])[NH:31][CH2:19]2)[CH2:23][CH2:24][CH2:25]1. (2) Given the reactants [CH3:1][O:2][C:3]1[CH:8]=[CH:7][C:6]([CH:9]([NH:18][C:19]2[C:20]([N+:37]([O-])=O)=[C:21]([CH:34]=[CH:35][CH:36]=2)[O:22][C:23]2[CH:32]=[C:31]([F:33])[CH:30]=[CH:29][C:24]=2[C:25]([O:27][CH3:28])=[O:26])[C:10]2[CH:15]=[CH:14][C:13]([O:16][CH3:17])=[CH:12][CH:11]=2)=[CH:5][CH:4]=1.[H][H], predict the reaction product. The product is: [NH2:37][C:20]1[C:19]([NH:18][CH:9]([C:6]2[CH:5]=[CH:4][C:3]([O:2][CH3:1])=[CH:8][CH:7]=2)[C:10]2[CH:15]=[CH:14][C:13]([O:16][CH3:17])=[CH:12][CH:11]=2)=[CH:36][CH:35]=[CH:34][C:21]=1[O:22][C:23]1[CH:32]=[C:31]([F:33])[CH:30]=[CH:29][C:24]=1[C:25]([O:27][CH3:28])=[O:26].